This data is from Full USPTO retrosynthesis dataset with 1.9M reactions from patents (1976-2016). The task is: Predict the reactants needed to synthesize the given product. (1) Given the product [CH:16]1([CH2:15][C@H:11]([CH2:10][N:9]([CH:21]=[O:22])[OH:8])[C:12]([NH:24][C@@H:25]([C:44]([CH3:47])([CH3:46])[CH3:45])[C:26]([N:28]2[CH2:29][CH2:30][CH:31]([NH:34][C:35](=[O:43])[C:36]3[CH:37]=[CH:38][C:39]([CH3:42])=[CH:40][CH:41]=3)[CH2:32][CH2:33]2)=[O:27])=[O:14])[CH2:17][CH2:18][CH2:19][CH2:20]1, predict the reactants needed to synthesize it. The reactants are: C([O:8][N:9]([CH:21]=[O:22])[CH2:10][C@@H:11]([CH2:15][CH:16]1[CH2:20][CH2:19][CH2:18][CH2:17]1)[C:12]([OH:14])=O)C1C=CC=CC=1.Cl.[NH2:24][C@@H:25]([C:44]([CH3:47])([CH3:46])[CH3:45])[C:26]([N:28]1[CH2:33][CH2:32][CH:31]([NH:34][C:35](=[O:43])[C:36]2[CH:41]=[CH:40][C:39]([CH3:42])=[CH:38][CH:37]=2)[CH2:30][CH2:29]1)=[O:27]. (2) Given the product [C:1]([NH:4][C:5]1[S:6][C:7]([C:26]([NH:29][C:30]2[CH:35]=[CH:34][CH:33]=[CH:32][CH:31]=2)=[O:27])=[C:8]([CH2:10][CH2:11][C:12]2[CH:17]=[CH:16][C:15]([NH:18][C:19](=[O:20])[O:21][C:22]([CH3:25])([CH3:23])[CH3:24])=[CH:14][CH:13]=2)[N:9]=1)(=[O:3])[CH3:2], predict the reactants needed to synthesize it. The reactants are: [C:1]([NH:4][C:5]1[S:6][C:7]([C:26](O)=[O:27])=[C:8]([CH2:10][CH2:11][C:12]2[CH:17]=[CH:16][C:15]([NH:18][C:19]([O:21][C:22]([CH3:25])([CH3:24])[CH3:23])=[O:20])=[CH:14][CH:13]=2)[N:9]=1)(=[O:3])[CH3:2].[NH2:29][C:30]1[CH:35]=[CH:34][CH:33]=[CH:32][CH:31]=1.F[P-](F)(F)(F)(F)F.N1(O[P+](N2CCCC2)(N2CCCC2)N2CCCC2)C2C=CC=CC=2N=N1.C(N(CC)C(C)C)(C)C.Cl. (3) Given the product [F:23][C:2]1([F:1])[O:6][C:5]2[CH:7]=[CH:8][CH:9]=[C:10]([N:11]3[CH:16]=[C:15]([O:17][CH3:18])[C:14](=[O:19])[C:13]([C:20]([N:47]([O:48][CH3:49])[CH3:46])=[O:21])=[N:12]3)[C:4]=2[O:3]1, predict the reactants needed to synthesize it. The reactants are: [F:1][C:2]1([F:23])[O:6][C:5]2[CH:7]=[CH:8][CH:9]=[C:10]([N:11]3[CH:16]=[C:15]([O:17][CH3:18])[C:14](=[O:19])[C:13]([C:20](O)=[O:21])=[N:12]3)[C:4]=2[O:3]1.C1C=CC2N(O)N=NC=2C=1.CCN=C=NCCCN(C)C.Cl.[CH3:46][NH:47][O:48][CH3:49].CCN(CC)CC. (4) Given the product [NH2:1][C:2]1[N:7]=[CH:6][N:5]=[C:4]([NH:8][C@H:9]([C:11]2[N:16]([C:17]3[CH:22]=[CH:21][CH:20]=[CH:19][CH:18]=3)[C:15](=[O:23])[C:14]3=[CH:24][CH:25]=[CH:26][N:13]3[N:12]=2)[CH3:10])[C:3]=1[C:28]1[CH:33]=[CH:32][C:31]([OH:34])=[C:30]([F:35])[CH:29]=1, predict the reactants needed to synthesize it. The reactants are: [NH2:1][C:2]1[N:7]=[CH:6][N:5]=[C:4]([NH:8][C@H:9]([C:11]2[N:16]([C:17]3[CH:22]=[CH:21][CH:20]=[CH:19][CH:18]=3)[C:15](=[O:23])[C:14]3=[C:24](Br)[CH:25]=[CH:26][N:13]3[N:12]=2)[CH3:10])[C:3]=1[C:28]1[CH:33]=[CH:32][C:31]([OH:34])=[C:30]([F:35])[CH:29]=1.C(N(CC)CC)C.[H][H]. (5) The reactants are: [CH3:1][N:2]1[C:6]2[CH:7]=[CH:8][CH:9]=[CH:10][C:5]=2[N:4]=[C:3]1[CH:11]([OH:24])[CH:11]([C:3]1[N:2]([CH3:1])[C:6]2[CH:7]=[CH:8][CH:9]=[CH:10][C:5]=2[N:4]=1)[OH:24].OS(O)(=O)=O.C([O-])([O-])=O.[Na+].[Na+]. Given the product [CH3:1][N:2]1[C:6]2[CH:7]=[CH:8][CH:9]=[CH:10][C:5]=2[N:4]=[C:3]1[CH:11]=[O:24], predict the reactants needed to synthesize it. (6) The reactants are: [C:1]([C:5]1[CH:6]=[C:7]([NH:14][CH:15]=[O:16])[N:8]([CH2:10][CH:11]2[CH2:13][CH2:12]2)[N:9]=1)([CH3:4])([CH3:3])[CH3:2].[C:17](=O)([O-])O.[Na+]. Given the product [C:1]([C:5]1[N:9]([CH3:17])[N:8]([CH2:10][CH:11]2[CH2:13][CH2:12]2)[C:7](=[N:14][CH:15]=[O:16])[CH:6]=1)([CH3:4])([CH3:2])[CH3:3], predict the reactants needed to synthesize it.